This data is from Reaction yield outcomes from USPTO patents with 853,638 reactions. The task is: Predict the reaction yield, written as a fraction of the theoretical maximum amount of product (1.0 means a 100% yield; for example, 0.34 means a 34% yield). (1) The reactants are [F:1][C:2]1[CH:10]=[CH:9][C:8]([I:11])=[CH:7][C:3]=1[C:4](Cl)=[O:5].[NH3:12]. The catalyst is CO. The product is [F:1][C:2]1[CH:10]=[CH:9][C:8]([I:11])=[CH:7][C:3]=1[C:4]([NH2:12])=[O:5]. The yield is 0.920. (2) The reactants are [CH2:1]([O:8][C:9]1[CH:10]=[C:11](/[CH:23]=[CH:24]/[C:25]([C:27]2[CH:32]=[CH:31][CH:30]=[CH:29][C:28]=2[OH:33])=[O:26])[CH:12]=[CH:13][C:14]=1[O:15][CH2:16][C:17]1[CH:22]=[CH:21][CH:20]=[CH:19][CH:18]=1)[C:2]1[CH:7]=[CH:6][CH:5]=[CH:4][CH:3]=1.[OH-:34].[Na+].OO.Cl. The catalyst is CCO. The product is [CH2:1]([O:8][C:9]1[CH:10]=[C:11]([C:23]2[O:33][C:28]3[C:27]([C:25](=[O:26])[C:24]=2[OH:34])=[CH:32][CH:31]=[CH:30][CH:29]=3)[CH:12]=[CH:13][C:14]=1[O:15][CH2:16][C:17]1[CH:22]=[CH:21][CH:20]=[CH:19][CH:18]=1)[C:2]1[CH:3]=[CH:4][CH:5]=[CH:6][CH:7]=1. The yield is 0.620. (3) The reactants are [F:1][C:2]1[CH:3]=[C:4]([N:9]2[CH2:13][CH:12]([CH2:14][OH:15])[O:11][C:10]2=[O:16])[CH:5]=[CH:6][C:7]=1[I:8].C(N(CC)CC)C.[CH3:24][S:25](Cl)(=[O:27])=[O:26]. The catalyst is C(Cl)Cl. The product is [F:1][C:2]1[CH:3]=[C:4]([N:9]2[CH2:13][C@H:12]([CH2:14][O:15][S:25]([CH3:24])(=[O:27])=[O:26])[O:11][C:10]2=[O:16])[CH:5]=[CH:6][C:7]=1[I:8]. The yield is 0.989. (4) The yield is 0.392. The catalyst is [Cu](I)I. The product is [CH:1]1([C:4]2[CH:9]=[CH:8][N:7]=[CH:6][C:5]=2[N:10]2[CH2:14][CH2:13][N:12]([C:17]3[CH:22]=[C:21]([CH3:23])[C:20]([F:24])=[CH:19][N:18]=3)[C:11]2=[O:15])[CH2:3][CH2:2]1. The reactants are [CH:1]1([C:4]2[CH:9]=[CH:8][N:7]=[CH:6][C:5]=2[N:10]2[CH2:14][CH2:13][NH:12][C:11]2=[O:15])[CH2:3][CH2:2]1.Br[C:17]1[CH:22]=[C:21]([CH3:23])[C:20]([F:24])=[CH:19][N:18]=1.CN[C@@H]1CCCC[C@H]1NC.P([O-])([O-])([O-])=O.[K+].[K+].[K+].